Task: Predict the reactants needed to synthesize the given product.. Dataset: Full USPTO retrosynthesis dataset with 1.9M reactions from patents (1976-2016) (1) Given the product [Si:1]([O:8][CH2:9][C@H:10]1[CH2:14][C@@H:13]([N:15]2[CH:23]=[N:22][C:21]3[C:16]2=[N:17][CH:18]=[N:19][C:20]=3[C:40]#[C:39][C:33]2[CH:38]=[CH:37][CH:36]=[CH:35][CH:34]=2)[CH2:12][C@@H:11]1[OH:25])([C:4]([CH3:7])([CH3:6])[CH3:5])([CH3:3])[CH3:2], predict the reactants needed to synthesize it. The reactants are: [Si:1]([O:8][CH2:9][C@H:10]1[CH2:14][C@@H:13]([N:15]2[CH:23]=[N:22][C:21]3[C:16]2=[N:17][CH:18]=[N:19][C:20]=3Cl)[CH2:12][C@@H:11]1[OH:25])([C:4]([CH3:7])([CH3:6])[CH3:5])([CH3:3])[CH3:2].C(N(CC)CC)C.[C:33]1([C:39]#[CH:40])[CH:38]=[CH:37][CH:36]=[CH:35][CH:34]=1. (2) Given the product [CH:14]1([N:7]2[CH2:8][CH2:9][C:10](=[O:13])[N:11]([CH3:12])[C:5]3[CH:4]=[N:3][C:2]([NH:20][C:21]4[CH:29]=[CH:28][C:24]([C:25]([OH:27])=[O:26])=[CH:23][CH:22]=4)=[N:19][C:6]2=3)[CH2:18][CH2:17][CH2:16][CH2:15]1, predict the reactants needed to synthesize it. The reactants are: Cl[C:2]1[N:3]=[CH:4][C:5]2[N:11]([CH3:12])[C:10](=[O:13])[CH2:9][CH2:8][N:7]([CH:14]3[CH2:18][CH2:17][CH2:16][CH2:15]3)[C:6]=2[N:19]=1.[NH2:20][C:21]1[CH:29]=[CH:28][C:24]([C:25]([OH:27])=[O:26])=[CH:23][CH:22]=1. (3) Given the product [OH:23][NH:22][C:15](=[O:16])[CH2:14][CH2:13][CH2:12][CH2:11][CH2:10][CH2:9][C:7](=[O:8])[C:6]1[CH:18]=[CH:19][CH:20]=[CH:21][C:5]=1[O:4][C:1](=[O:3])[CH3:2], predict the reactants needed to synthesize it. The reactants are: [C:1]([O:4][C:5]1[CH:21]=[CH:20][CH:19]=[CH:18][C:6]=1[C:7]([CH2:9][CH2:10][CH2:11][CH2:12][CH2:13][CH2:14][C:15](O)=[O:16])=[O:8])(=[O:3])[CH3:2].[NH2:22][OH:23].Cl. (4) Given the product [O:1]1[C:5]2[C:6]([C:10]([CH3:21])([CH3:20])[CH2:11][C:12](=[O:15])[C:16]([F:18])([F:19])[F:17])=[CH:7][CH:8]=[CH:9][C:4]=2[CH2:3][CH2:2]1, predict the reactants needed to synthesize it. The reactants are: [O:1]1[C:5]2[C:6]([C:10]([CH3:21])([CH3:20])[CH2:11][C:12]([C:16]([F:19])([F:18])[F:17])([OH:15])CO)=[CH:7][CH:8]=[CH:9][C:4]=2[CH2:3][CH2:2]1. (5) Given the product [CH3:1][O:2][C:3](=[O:24])[CH:4]([C:5]1[N:6]=[C:7]([C:11]2[CH:12]=[N:13][C:14]([S:17][C:18]3[CH:19]=[CH:20][CH:21]=[CH:22][CH:23]=3)=[CH:15][CH:16]=2)[O:8][C:9]=1[CH3:10])[CH3:25], predict the reactants needed to synthesize it. The reactants are: [CH3:1][O:2][C:3](=[O:24])[CH2:4][C:5]1[N:6]=[C:7]([C:11]2[CH:12]=[N:13][C:14]([S:17][C:18]3[CH:23]=[CH:22][CH:21]=[CH:20][CH:19]=3)=[CH:15][CH:16]=2)[O:8][C:9]=1[CH3:10].[CH:25]([N-]C(C)C)(C)C.[Li+].CN(C)P(N(C)C)(N(C)C)=O.CI. (6) The reactants are: [C:1]([C:4]1[S:8][C:7]2[CH:9]=[CH:10][CH:11]=[C:12]([C:13]3[CH:18]=[C:17]([C:19]([CH3:22])([CH3:21])[CH3:20])[CH:16]=[C:15]([C:23]([CH3:26])([CH3:25])[CH3:24])[C:14]=3[OH:27])[C:6]=2[CH:5]=1)(=[O:3])[CH3:2].Br[CH2:29][CH:30]([F:32])[F:31].[F-].[Cs+]. Given the product [C:1]([C:4]1[S:8][C:7]2[CH:9]=[CH:10][CH:11]=[C:12]([C:13]3[CH:18]=[C:17]([C:19]([CH3:20])([CH3:22])[CH3:21])[CH:16]=[C:15]([C:23]([CH3:26])([CH3:25])[CH3:24])[C:14]=3[O:27][CH2:29][CH:30]([F:32])[F:31])[C:6]=2[CH:5]=1)(=[O:3])[CH3:2], predict the reactants needed to synthesize it. (7) Given the product [CH2:1]([O:3][C:4](=[O:30])[CH2:5][N:6]1[C:14]2[CH2:13][CH2:12][CH2:11][C@@H:10]([NH:15][S:16]([C:19]3[CH:24]=[C:23]([C:25]([F:28])([F:27])[F:26])[CH:22]=[C:21]([S:33]([CH3:32])(=[O:35])=[O:34])[CH:20]=3)(=[O:18])=[O:17])[C:9]=2[CH:8]=[N:7]1)[CH3:2], predict the reactants needed to synthesize it. The reactants are: [CH2:1]([O:3][C:4](=[O:30])[CH2:5][N:6]1[C:14]2[CH2:13][CH2:12][CH2:11][C@@H:10]([NH:15][S:16]([C:19]3[CH:24]=[C:23]([C:25]([F:28])([F:27])[F:26])[CH:22]=[C:21](Br)[CH:20]=3)(=[O:18])=[O:17])[C:9]=2[CH:8]=[N:7]1)[CH3:2].[Na+].[CH3:32][S:33]([O-:35])=[O:34].[Na+].N1CCC[C@H]1C([O-])=O.